From a dataset of CYP2D6 inhibition data for predicting drug metabolism from PubChem BioAssay. Regression/Classification. Given a drug SMILES string, predict its absorption, distribution, metabolism, or excretion properties. Task type varies by dataset: regression for continuous measurements (e.g., permeability, clearance, half-life) or binary classification for categorical outcomes (e.g., BBB penetration, CYP inhibition). Dataset: cyp2d6_veith. The drug is N[C@@H](Cc1c[nH]c2ccc([N+](=O)[O-])cc12)C(=O)O. The result is 0 (non-inhibitor).